This data is from NCI-60 drug combinations with 297,098 pairs across 59 cell lines. The task is: Regression. Given two drug SMILES strings and cell line genomic features, predict the synergy score measuring deviation from expected non-interaction effect. (1) Drug 1: C1=NC2=C(N=C(N=C2N1C3C(C(C(O3)CO)O)F)Cl)N. Drug 2: CC(C)NC(=O)C1=CC=C(C=C1)CNNC.Cl. Cell line: HS 578T. Synergy scores: CSS=-1.88, Synergy_ZIP=0.369, Synergy_Bliss=0.760, Synergy_Loewe=-3.62, Synergy_HSA=-0.934. (2) Drug 1: C1=C(C(=O)NC(=O)N1)N(CCCl)CCCl. Drug 2: C#CCC(CC1=CN=C2C(=N1)C(=NC(=N2)N)N)C3=CC=C(C=C3)C(=O)NC(CCC(=O)O)C(=O)O. Cell line: NCI/ADR-RES. Synergy scores: CSS=23.1, Synergy_ZIP=0.864, Synergy_Bliss=5.10, Synergy_Loewe=5.28, Synergy_HSA=5.04. (3) Synergy scores: CSS=39.7, Synergy_ZIP=0.113, Synergy_Bliss=-2.72, Synergy_Loewe=-21.7, Synergy_HSA=-2.57. Cell line: NCI-H460. Drug 1: CC12CCC3C(C1CCC2O)C(CC4=C3C=CC(=C4)O)CCCCCCCCCS(=O)CCCC(C(F)(F)F)(F)F. Drug 2: CC1C(C(CC(O1)OC2CC(CC3=C2C(=C4C(=C3O)C(=O)C5=CC=CC=C5C4=O)O)(C(=O)C)O)N)O. (4) Drug 1: C1=CN(C(=O)N=C1N)C2C(C(C(O2)CO)O)O.Cl. Drug 2: C1=NC2=C(N1)C(=S)N=CN2. Cell line: RPMI-8226. Synergy scores: CSS=22.3, Synergy_ZIP=-3.03, Synergy_Bliss=-1.13, Synergy_Loewe=-4.43, Synergy_HSA=0.928. (5) Drug 1: C#CCC(CC1=CN=C2C(=N1)C(=NC(=N2)N)N)C3=CC=C(C=C3)C(=O)NC(CCC(=O)O)C(=O)O. Drug 2: C1CNP(=O)(OC1)N(CCCl)CCCl. Cell line: CAKI-1. Synergy scores: CSS=-1.99, Synergy_ZIP=-0.0697, Synergy_Bliss=-2.78, Synergy_Loewe=-3.47, Synergy_HSA=-3.92.